From a dataset of Full USPTO retrosynthesis dataset with 1.9M reactions from patents (1976-2016). Predict the reactants needed to synthesize the given product. (1) Given the product [C:1]([N:4]1[C:12]2[C:7](=[CH:8][C:9]([C:13](=[O:15])[CH3:14])=[CH:10][CH:11]=2)[C:6](=[C:16]([C:18]2[CH:23]=[CH:22][C:21]([O:24][CH3:25])=[C:20]([O:26][CH3:27])[CH:19]=2)[O:17][CH3:34])[C:5]1=[O:28])(=[O:3])[CH3:2], predict the reactants needed to synthesize it. The reactants are: [C:1]([N:4]1[C:12]2[C:7](=[CH:8][C:9]([C:13](=[O:15])[CH3:14])=[CH:10][CH:11]=2)[C:6](=[C:16]([C:18]2[CH:23]=[CH:22][C:21]([O:24][CH3:25])=[C:20]([O:26][CH3:27])[CH:19]=2)[OH:17])[C:5]1=[O:28])(=[O:3])[CH3:2].F[B-](F)(F)F.[CH3:34][O+](C)C.CCN(C(C)C)C(C)C. (2) Given the product [CH2:23]([C:7]1[CH:6]=[CH:5][C:4]([C:10]2[N:11]=[C:12]3[CH:17]=[C:16]([NH:18][CH3:19])[CH:15]=[CH:14][N:13]3[CH:20]=2)=[CH:3][CH:2]=1)[CH3:24], predict the reactants needed to synthesize it. The reactants are: F[C:2]1[CH:3]=[C:4]([C:10]2[N:11]=[C:12]3[CH:17]=[C:16]([NH:18][CH3:19])[CH:15]=[CH:14][N:13]3[CH:20]=2)[CH:5]=[CH:6][C:7]=1OC.CN[C:23]1C=CN=C(N)[CH:24]=1.BrCC(C1C=CC(CC)=CC=1)=O.